From a dataset of NCI-60 drug combinations with 297,098 pairs across 59 cell lines. Regression. Given two drug SMILES strings and cell line genomic features, predict the synergy score measuring deviation from expected non-interaction effect. (1) Drug 1: CCCCCOC(=O)NC1=NC(=O)N(C=C1F)C2C(C(C(O2)C)O)O. Drug 2: CC1CCCC2(C(O2)CC(NC(=O)CC(C(C(=O)C(C1O)C)(C)C)O)C(=CC3=CSC(=N3)C)C)C. Cell line: HOP-62. Synergy scores: CSS=34.8, Synergy_ZIP=2.36, Synergy_Bliss=-0.593, Synergy_Loewe=-32.3, Synergy_HSA=-3.62. (2) Drug 1: COC1=CC(=CC(=C1O)OC)C2C3C(COC3=O)C(C4=CC5=C(C=C24)OCO5)OC6C(C(C7C(O6)COC(O7)C8=CC=CS8)O)O. Drug 2: CN(C(=O)NC(C=O)C(C(C(CO)O)O)O)N=O. Cell line: U251. Synergy scores: CSS=41.3, Synergy_ZIP=3.18, Synergy_Bliss=5.35, Synergy_Loewe=-32.5, Synergy_HSA=5.21. (3) Drug 1: C1=C(C(=O)NC(=O)N1)F. Synergy scores: CSS=26.8, Synergy_ZIP=-8.76, Synergy_Bliss=-12.1, Synergy_Loewe=-7.95, Synergy_HSA=-7.77. Drug 2: CNC(=O)C1=NC=CC(=C1)OC2=CC=C(C=C2)NC(=O)NC3=CC(=C(C=C3)Cl)C(F)(F)F. Cell line: HCC-2998. (4) Synergy scores: CSS=0.0770, Synergy_ZIP=-0.547, Synergy_Bliss=-1.04, Synergy_Loewe=-2.44, Synergy_HSA=-2.75. Drug 2: C1=NNC2=C1C(=O)NC=N2. Cell line: MDA-MB-435. Drug 1: CN1C(=O)N2C=NC(=C2N=N1)C(=O)N. (5) Drug 1: C1=NC(=NC(=O)N1C2C(C(C(O2)CO)O)O)N. Drug 2: CC1C(C(CC(O1)OC2CC(CC3=C2C(=C4C(=C3O)C(=O)C5=C(C4=O)C(=CC=C5)OC)O)(C(=O)CO)O)N)O.Cl. Cell line: SK-MEL-5. Synergy scores: CSS=47.1, Synergy_ZIP=-2.68, Synergy_Bliss=-0.712, Synergy_Loewe=0.383, Synergy_HSA=1.95.